Dataset: NCI-60 drug combinations with 297,098 pairs across 59 cell lines. Task: Regression. Given two drug SMILES strings and cell line genomic features, predict the synergy score measuring deviation from expected non-interaction effect. (1) Drug 1: CCCCC(=O)OCC(=O)C1(CC(C2=C(C1)C(=C3C(=C2O)C(=O)C4=C(C3=O)C=CC=C4OC)O)OC5CC(C(C(O5)C)O)NC(=O)C(F)(F)F)O. Drug 2: CC(C)NC(=O)C1=CC=C(C=C1)CNNC.Cl. Cell line: RPMI-8226. Synergy scores: CSS=73.4, Synergy_ZIP=1.37, Synergy_Bliss=0.166, Synergy_Loewe=-16.6, Synergy_HSA=-0.295. (2) Drug 1: C(=O)(N)NO. Drug 2: CC1=C(N=C(N=C1N)C(CC(=O)N)NCC(C(=O)N)N)C(=O)NC(C(C2=CN=CN2)OC3C(C(C(C(O3)CO)O)O)OC4C(C(C(C(O4)CO)O)OC(=O)N)O)C(=O)NC(C)C(C(C)C(=O)NC(C(C)O)C(=O)NCCC5=NC(=CS5)C6=NC(=CS6)C(=O)NCCC[S+](C)C)O. Cell line: PC-3. Synergy scores: CSS=11.0, Synergy_ZIP=-0.499, Synergy_Bliss=6.58, Synergy_Loewe=4.45, Synergy_HSA=4.44. (3) Drug 1: C1=CC(=CC=C1CC(C(=O)O)N)N(CCCl)CCCl.Cl. Drug 2: CC1=C2C(C(=O)C3(C(CC4C(C3C(C(C2(C)C)(CC1OC(=O)C(C(C5=CC=CC=C5)NC(=O)OC(C)(C)C)O)O)OC(=O)C6=CC=CC=C6)(CO4)OC(=O)C)O)C)O. Cell line: UO-31. Synergy scores: CSS=9.54, Synergy_ZIP=-3.44, Synergy_Bliss=-3.37, Synergy_Loewe=-2.67, Synergy_HSA=-2.65. (4) Drug 1: C1CCN(CC1)CCOC2=CC=C(C=C2)C(=O)C3=C(SC4=C3C=CC(=C4)O)C5=CC=C(C=C5)O. Drug 2: COC1=CC(=CC(=C1O)OC)C2C3C(COC3=O)C(C4=CC5=C(C=C24)OCO5)OC6C(C(C7C(O6)COC(O7)C8=CC=CS8)O)O. Cell line: HCC-2998. Synergy scores: CSS=20.7, Synergy_ZIP=-1.22, Synergy_Bliss=4.90, Synergy_Loewe=-8.65, Synergy_HSA=-2.54.